This data is from NCI-60 drug combinations with 297,098 pairs across 59 cell lines. The task is: Regression. Given two drug SMILES strings and cell line genomic features, predict the synergy score measuring deviation from expected non-interaction effect. (1) Drug 1: CC(C1=C(C=CC(=C1Cl)F)Cl)OC2=C(N=CC(=C2)C3=CN(N=C3)C4CCNCC4)N. Drug 2: COC1=NC(=NC2=C1N=CN2C3C(C(C(O3)CO)O)O)N. Cell line: OVCAR-8. Synergy scores: CSS=2.65, Synergy_ZIP=-0.851, Synergy_Bliss=-1.32, Synergy_Loewe=-4.12, Synergy_HSA=-2.14. (2) Drug 1: C1=NC2=C(N1)C(=S)N=C(N2)N. Drug 2: C1=NNC2=C1C(=O)NC=N2. Cell line: LOX IMVI. Synergy scores: CSS=29.2, Synergy_ZIP=-2.31, Synergy_Bliss=-8.60, Synergy_Loewe=-6.99, Synergy_HSA=-5.97. (3) Drug 1: CC(C1=C(C=CC(=C1Cl)F)Cl)OC2=C(N=CC(=C2)C3=CN(N=C3)C4CCNCC4)N. Drug 2: C1=C(C(=O)NC(=O)N1)N(CCCl)CCCl. Cell line: CCRF-CEM. Synergy scores: CSS=46.1, Synergy_ZIP=-9.51, Synergy_Bliss=-12.0, Synergy_Loewe=-11.9, Synergy_HSA=-10.8. (4) Drug 1: C1CN1C2=NC(=NC(=N2)N3CC3)N4CC4. Drug 2: C1CN(CCN1C(=O)CCBr)C(=O)CCBr. Cell line: TK-10. Synergy scores: CSS=12.0, Synergy_ZIP=-6.99, Synergy_Bliss=-1.57, Synergy_Loewe=-3.20, Synergy_HSA=0.175. (5) Drug 1: CC1=CC2C(CCC3(C2CCC3(C(=O)C)OC(=O)C)C)C4(C1=CC(=O)CC4)C. Drug 2: CS(=O)(=O)CCNCC1=CC=C(O1)C2=CC3=C(C=C2)N=CN=C3NC4=CC(=C(C=C4)OCC5=CC(=CC=C5)F)Cl. Cell line: EKVX. Synergy scores: CSS=6.30, Synergy_ZIP=-4.09, Synergy_Bliss=-3.51, Synergy_Loewe=-4.53, Synergy_HSA=-1.74. (6) Drug 1: CC12CCC(CC1=CCC3C2CCC4(C3CC=C4C5=CN=CC=C5)C)O. Drug 2: C1=CN(C(=O)N=C1N)C2C(C(C(O2)CO)O)O.Cl. Cell line: OVCAR-5. Synergy scores: CSS=31.0, Synergy_ZIP=-9.39, Synergy_Bliss=2.74, Synergy_Loewe=-12.7, Synergy_HSA=4.00. (7) Drug 1: C1=CC(=CC=C1C#N)C(C2=CC=C(C=C2)C#N)N3C=NC=N3. Drug 2: C(=O)(N)NO. Cell line: OVCAR-5. Synergy scores: CSS=-1.93, Synergy_ZIP=2.02, Synergy_Bliss=1.35, Synergy_Loewe=-0.215, Synergy_HSA=-1.10. (8) Drug 1: CC1C(C(CC(O1)OC2CC(OC(C2O)C)OC3=CC4=CC5=C(C(=O)C(C(C5)C(C(=O)C(C(C)O)O)OC)OC6CC(C(C(O6)C)O)OC7CC(C(C(O7)C)O)OC8CC(C(C(O8)C)O)(C)O)C(=C4C(=C3C)O)O)O)O. Drug 2: CCC1(C2=C(COC1=O)C(=O)N3CC4=CC5=C(C=CC(=C5CN(C)C)O)N=C4C3=C2)O.Cl. Cell line: CCRF-CEM. Synergy scores: CSS=75.7, Synergy_ZIP=2.54, Synergy_Bliss=2.34, Synergy_Loewe=-0.855, Synergy_HSA=3.01. (9) Drug 1: CCC(=C(C1=CC=CC=C1)C2=CC=C(C=C2)OCCN(C)C)C3=CC=CC=C3.C(C(=O)O)C(CC(=O)O)(C(=O)O)O. Drug 2: C1CCC(C(C1)N)N.C(=O)(C(=O)[O-])[O-].[Pt+4]. Cell line: SF-539. Synergy scores: CSS=22.2, Synergy_ZIP=-7.90, Synergy_Bliss=-1.34, Synergy_Loewe=-13.8, Synergy_HSA=-2.00.